Dataset: Full USPTO retrosynthesis dataset with 1.9M reactions from patents (1976-2016). Task: Predict the reactants needed to synthesize the given product. (1) Given the product [OH:5][CH2:6][C:7]1[N:11]([CH2:12][C:13]2[CH:14]=[C:15]([C:21]3[CH:26]=[CH:25][CH:24]=[CH:23][C:22]=3[CH3:27])[C:16]([C:19]#[N:20])=[CH:17][CH:18]=2)[CH:10]=[N:9][CH:8]=1, predict the reactants needed to synthesize it. The reactants are: Br.C([O:5][CH2:6][C:7]1[N:11]([CH2:12][C:13]2[CH:14]=[C:15]([C:21]3[CH:26]=[CH:25][CH:24]=[CH:23][C:22]=3[CH3:27])[C:16]([C:19]#[N:20])=[CH:17][CH:18]=2)[CH:10]=[N:9][CH:8]=1)(=O)C.O.[OH-].[Li+]. (2) Given the product [CH3:30][O:31][C:32]1[CH:40]=[CH:39][CH:38]=[CH:37][C:33]=1[C:34]([NH:1][C:2]1[CH:3]=[CH:4][C:5]([C:8](=[O:29])[CH2:9][N:10]2[C:14](=[O:15])[C:13]([C:22]3[CH:23]=[CH:24][CH:25]=[CH:26][CH:27]=3)([C:16]3[CH:21]=[CH:20][CH:19]=[CH:18][CH:17]=3)[N:12]=[C:11]2[CH3:28])=[CH:6][CH:7]=1)=[O:35], predict the reactants needed to synthesize it. The reactants are: [NH2:1][C:2]1[CH:7]=[CH:6][C:5]([C:8](=[O:29])[CH2:9][N:10]2[C:14](=[O:15])[C:13]([C:22]3[CH:27]=[CH:26][CH:25]=[CH:24][CH:23]=3)([C:16]3[CH:21]=[CH:20][CH:19]=[CH:18][CH:17]=3)[N:12]=[C:11]2[CH3:28])=[CH:4][CH:3]=1.[CH3:30][O:31][C:32]1[CH:40]=[CH:39][CH:38]=[CH:37][C:33]=1[C:34](Cl)=[O:35]. (3) Given the product [Cl:1][C:2]1[N:7]=[C:6]([NH2:13])[C:5]([C:9]([F:12])([F:11])[F:10])=[CH:4][N:3]=1, predict the reactants needed to synthesize it. The reactants are: [Cl:1][C:2]1[N:7]=[C:6](Cl)[C:5]([C:9]([F:12])([F:11])[F:10])=[CH:4][N:3]=1.[NH3:13]. (4) The reactants are: C(OC(=O)[NH:7][C@H:8]([CH2:28][C:29]1[CH:34]=[C:33]([F:35])[C:32]([F:36])=[CH:31][C:30]=1[F:37])[CH2:9][C:10]([N:12]1[CH2:17][CH2:16][N:15]2[C:18]([C:24]([F:27])([F:26])[F:25])=[N:19][C:20]([C:21](=[O:23])[NH2:22])=[C:14]2[CH2:13]1)=[O:11])(C)(C)C.[ClH:39]. Given the product [ClH:39].[NH2:7][C@H:8]([CH2:28][C:29]1[CH:34]=[C:33]([F:35])[C:32]([F:36])=[CH:31][C:30]=1[F:37])[CH2:9][C:10]([N:12]1[CH2:17][CH2:16][N:15]2[C:18]([C:24]([F:27])([F:25])[F:26])=[N:19][C:20]([C:21]([NH2:22])=[O:23])=[C:14]2[CH2:13]1)=[O:11], predict the reactants needed to synthesize it. (5) Given the product [CH3:1][O:2][CH2:3][C@H:4]([CH3:33])[O:5][C:6]1[CH:7]=[C:8]([CH:20]=[C:21]([C:23]2[NH:24][C:25]([C:28]3[S:29][CH:30]=[CH:31][N:32]=3)=[CH:26][CH:27]=2)[CH:22]=1)[O:9][C:10]1[N:11]=[CH:12][C:13]([C:16]([OH:18])=[O:17])=[N:14][CH:15]=1, predict the reactants needed to synthesize it. The reactants are: [CH3:1][O:2][CH2:3][C@H:4]([CH3:33])[O:5][C:6]1[CH:7]=[C:8]([CH:20]=[C:21]([C:23]2[NH:24][C:25]([C:28]3[S:29][CH:30]=[CH:31][N:32]=3)=[CH:26][CH:27]=2)[CH:22]=1)[O:9][C:10]1[N:11]=[CH:12][C:13]([C:16]([O:18]C)=[O:17])=[N:14][CH:15]=1.O.O.[OH-].[Li+]. (6) Given the product [CH3:19][O:18][C:14]1[CH:15]=[CH:16][CH:17]=[C:12]([O:11][CH3:10])[C:13]=1[CH2:20][C:21]1[C:22]([NH2:23])=[N:1][C:2]2[C:7]([CH:8]=1)=[CH:6][CH:5]=[N:4][CH:3]=2, predict the reactants needed to synthesize it. The reactants are: [NH2:1][C:2]1[CH:3]=[N:4][CH:5]=[CH:6][C:7]=1[CH:8]=O.[CH3:10][O:11][C:12]1[CH:17]=[CH:16][CH:15]=[C:14]([O:18][CH3:19])[C:13]=1[CH2:20][CH2:21][C:22]#[N:23]. (7) The reactants are: [Br:1][C:2]1[CH:21]=[CH:20][C:5]2[N:6]3[C:19]4[C:18]([C:4]=2[CH:3]=1)=[CH:17][CH:16]=[CH:15][C:14]=4[NH:13][C:12]1[C:7]3=[CH:8][CH:9]=[CH:10][CH:11]=1.[C:22]1(N)[CH:27]=CC=[CH:24][CH:23]=1.N#N.P(C(C)(C)C)(C(C)(C)C)C(C)(C)C.CC([O-])(C)C.[Na+].O1[CH2:55][CH2:54]OCC1. Given the product [Br:1][C:2]1[C:3]2[N:6]3[C:19]4[C:18]([C:4]=2[CH:5]=[CH:20][CH:21]=1)=[CH:17][CH:16]=[CH:15][C:14]=4[N:13]([C:55]1[CH:54]=[CH:24][CH:23]=[CH:22][CH:27]=1)[C:12]1[C:7]3=[CH:8][CH:9]=[CH:10][CH:11]=1, predict the reactants needed to synthesize it. (8) Given the product [OH:10][C@@H:9]1[CH2:8][CH2:7][N:6]2[C@@H:5]1[C:3](=[O:2])[N:12]([C:13]1[CH:18]=[CH:17][C:16]([C:19]#[N:20])=[C:15]([Cl:21])[C:14]=1[CH3:22])[S:11]2(=[O:24])=[O:23], predict the reactants needed to synthesize it. The reactants are: C[O:2][C:3]([C@@H:5]1[C@H:9]([OH:10])[CH2:8][CH2:7][N:6]1[S:11](=[O:24])(=[O:23])[NH:12][C:13]1[CH:18]=[CH:17][C:16]([C:19]#[N:20])=[C:15]([Cl:21])[C:14]=1[CH3:22])=O.C1CCC(N=C=NC2CCCCC2)CC1.[N+](C1C=CC=CC=1O)([O-])=O. (9) The reactants are: C([Li])CCC.C[N:7]([CH2:9][CH2:10][N:11]([CH3:13])[CH3:12])C.CN1C=CN=C1.[Sn:20](Cl)([CH2:29][CH2:30][CH2:31][CH3:32])([CH2:25][CH2:26][CH2:27][CH3:28])[CH2:21][CH2:22][CH2:23][CH3:24]. Given the product [CH3:12][N:11]1[C:10]([Sn:20]([CH2:25][CH2:26][CH2:27][CH3:28])([CH2:29][CH2:30][CH2:31][CH3:32])[CH2:21][CH2:22][CH2:23][CH3:24])=[CH:9][N:7]=[CH:13]1, predict the reactants needed to synthesize it.